This data is from M1 muscarinic receptor antagonist screen with 61,756 compounds. The task is: Binary Classification. Given a drug SMILES string, predict its activity (active/inactive) in a high-throughput screening assay against a specified biological target. (1) The drug is O=c1n(c(=O)n(c2nc3n(CC(CN3c3cc(c(cc3)C)C)C)c12)C)CC(OC)=O. The result is 0 (inactive). (2) The molecule is S(c1n(c2ccccc2)c(nn1)COC)CC(=O)NCc1ccccc1. The result is 0 (inactive). (3) The drug is S(=O)(=O)(N1CCN(CC1)C(OCC)=O)c1cc(c(cc1)C)C. The result is 0 (inactive). (4) The drug is O1C2(OCCCC1)CC\C(CC2)=C(\C(=O)N)C#N. The result is 0 (inactive). (5) The molecule is o1nc(C(=O)NC(C)C)cc1c1c(OC)cccc1. The result is 0 (inactive). (6) The result is 0 (inactive). The drug is O=C(N1CCCC1)CC(c1c(O)c(c(cc1)C)C)c1ccccc1. (7) The compound is O=C(N1CCN(CC1)c1ccc(NC(=O)CCC)cc1)CCC. The result is 0 (inactive).